Dataset: Full USPTO retrosynthesis dataset with 1.9M reactions from patents (1976-2016). Task: Predict the reactants needed to synthesize the given product. (1) Given the product [C:18]1([NH:17][C:15]2[N:16]=[C:12]3[CH:11]=[CH:10][CH:9]=[CH:8][N:13]3[N:14]=2)[CH:19]=[CH:20][CH:21]=[CH:22][CH:23]=1, predict the reactants needed to synthesize it. The reactants are: NC1C=C([C:8]2[N:13]3[N:14]=[C:15]([NH:17][C:18]4[CH:23]=[CH:22][CH:21]=[CH:20][CH:19]=4)[N:16]=[C:12]3[CH:11]=[CH:10][CH:9]=2)C=CC=1.BrC1N2N=C(N)N=C2C=CC=1.[N+](C1C=C(B(O)O)C=CC=1)([O-])=O.C1(Br)C=CC=CC=1.O1C=CC(C2N3N=C(NC4C=CC=CC=4)N=C3C=CC=2)=C1.[N+](C1C=C(C2N3N=C(NC4C=CC=CC=4)N=C3C=CC=2)C=CC=1)([O-])=O.[Cl-].[NH4+]. (2) Given the product [C:1]([O:5][C:6]([NH:8][C@@H:9]([CH2:20][C@@H:21]([OH:26])[CH2:22][N+:23]([O-:25])=[O:24])[C:10]([O:12][CH2:13][C:14]1[CH:19]=[CH:18][CH:17]=[CH:16][CH:15]=1)=[O:11])=[O:7])([CH3:4])([CH3:2])[CH3:3], predict the reactants needed to synthesize it. The reactants are: [C:1]([O:5][C:6]([NH:8][C@@H:9]([CH2:20][C:21](=[O:26])[CH2:22][N+:23]([O-:25])=[O:24])[C:10]([O:12][CH2:13][C:14]1[CH:19]=[CH:18][CH:17]=[CH:16][CH:15]=1)=[O:11])=[O:7])([CH3:4])([CH3:3])[CH3:2].CCC(C)[BH-](C(C)CC)C(C)CC.[Li+].[Cl-].[NH4+]. (3) Given the product [CH2:38]([N:45]([OH:46])[C:33]([N:13]1[CH2:14][CH2:15][CH:10]([N:9]([CH2:16][C:17]2[C:22]([CH3:23])=[CH:21][CH:20]=[CH:19][N:18]=2)[CH2:8][C:3]2[C:2]([CH3:1])=[CH:7][CH:6]=[CH:5][N:4]=2)[CH2:11][CH2:12]1)=[O:34])[C:39]1[CH:44]=[CH:43][CH:42]=[CH:41][CH:40]=1, predict the reactants needed to synthesize it. The reactants are: [CH3:1][C:2]1[C:3]([CH2:8][N:9]([CH2:16][C:17]2[C:22]([CH3:23])=[CH:21][CH:20]=[CH:19][N:18]=2)[CH:10]2[CH2:15][CH2:14][NH:13][CH2:12][CH2:11]2)=[N:4][CH:5]=[CH:6][CH:7]=1.CCN(C(C)C)C(C)C.[C:33](Cl)(Cl)=[O:34].Cl.[CH2:38]([NH:45][OH:46])[C:39]1[CH:44]=[CH:43][CH:42]=[CH:41][CH:40]=1. (4) Given the product [Cl:21][CH:6]([C:7]1[CH:12]=[CH:11][CH:10]=[CH:9][CH:8]=1)[C:5]1[CH:14]=[CH:15][CH:16]=[C:3]([C:2]([F:18])([F:17])[F:1])[CH:4]=1, predict the reactants needed to synthesize it. The reactants are: [F:1][C:2]([F:18])([F:17])[C:3]1[CH:4]=[C:5]([CH:14]=[CH:15][CH:16]=1)[CH:6](O)[C:7]1[CH:12]=[CH:11][CH:10]=[CH:9][CH:8]=1.S(Cl)([Cl:21])=O. (5) Given the product [C:1]([O:5][C:6]([N:8]1[CH2:11][CH:10]([CH2:12][OH:13])[CH2:9]1)=[O:7])([CH3:4])([CH3:3])[CH3:2], predict the reactants needed to synthesize it. The reactants are: [C:1]([O:5][C:6]([N:8]1[CH2:11][CH:10]([C:12](O)=[O:13])[CH2:9]1)=[O:7])([CH3:4])([CH3:3])[CH3:2].CN1CCOCC1.ClC(OCC(C)C)=O.[BH4-].[Na+].C(=O)(O)[O-].[Na+]. (6) Given the product [C:1]([O:5][C:6]([N:8]1[CH2:12][CH2:11][CH:10]([CH2:13][O:14][S:24]([CH3:27])(=[O:26])=[O:25])[CH2:9]1)=[O:7])([CH3:4])([CH3:3])[CH3:2], predict the reactants needed to synthesize it. The reactants are: [C:1]([O:5][C:6]([N:8]1[CH2:12][CH2:11][CH:10]([CH2:13][OH:14])[CH2:9]1)=[O:7])([CH3:4])([CH3:3])[CH3:2].CCN(C(C)C)C(C)C.[S:24](Cl)([CH3:27])(=[O:26])=[O:25]. (7) Given the product [NH2:15][CH2:14][CH:13]([CH2:23][C:24]1[CH:29]=[CH:28][C:27]([O:30][CH2:31][CH2:32][O:33][C:34]2[C:35]([Cl:42])=[CH:36][C:37]([CH3:41])=[CH:38][C:39]=2[Cl:40])=[CH:26][CH:25]=1)[C:12]([N:11]([CH:44]1[CH2:45][CH2:46]1)[CH2:10][C:9]1[CH:8]=[C:7]([O:6][CH2:5][CH2:4][CH2:3][C:1]2[NH:57][N:56]=[N:55][N:2]=2)[CH:49]=[C:48]([CH2:50][CH2:51][CH2:52][O:53][CH3:54])[CH:47]=1)=[O:43], predict the reactants needed to synthesize it. The reactants are: [C:1]([CH2:3][CH2:4][CH2:5][O:6][C:7]1[CH:8]=[C:9]([CH:47]=[C:48]([CH2:50][CH2:51][CH2:52][O:53][CH3:54])[CH:49]=1)[CH2:10][N:11]([CH:44]1[CH2:46][CH2:45]1)[C:12](=[O:43])[CH:13]([CH2:23][C:24]1[CH:29]=[CH:28][C:27]([O:30][CH2:31][CH2:32][O:33][C:34]2[C:39]([Cl:40])=[CH:38][C:37]([CH3:41])=[CH:36][C:35]=2[Cl:42])=[CH:26][CH:25]=1)[CH2:14][NH:15]C(=O)OC(C)(C)C)#[N:2].[N:55]([Sn](CCCC)(CCCC)CCCC)=[N+:56]=[N-:57].C(O)(=O)C.N.